This data is from Reaction yield outcomes from USPTO patents with 853,638 reactions. The task is: Predict the reaction yield, written as a fraction of the theoretical maximum amount of product (1.0 means a 100% yield; for example, 0.34 means a 34% yield). (1) The yield is 0.330. The product is [N:3]1([C:10]2[C:19]3[C:14](=[CH:15][C:16]([CH2:20][O:21][CH2:24][CH2:25][O:26][CH3:27])=[CH:17][CH:18]=3)[N:13]=[C:12]([CH3:22])[CH:11]=2)[CH2:4][CH2:5][CH2:6][CH2:7][CH2:8][CH2:9]1. The reactants are [H-].[Na+].[N:3]1([C:10]2[C:19]3[C:14](=[CH:15][C:16]([CH2:20][OH:21])=[CH:17][CH:18]=3)[N:13]=[C:12]([CH3:22])[CH:11]=2)[CH2:9][CH2:8][CH2:7][CH2:6][CH2:5][CH2:4]1.Br[CH2:24][CH2:25][O:26][CH3:27]. The catalyst is CN(C)C=O. (2) The reactants are Br[C:2]1[C:15]2[C:16]3=[C:17]4[C:12](=[CH:13][CH:14]=2)[CH:11]=[CH:10][C:9](Br)=[C:8]4[CH:7]=[CH:6][C:5]3=[CH:4][CH:3]=1.[CH3:19][C:20]1[CH:21]=[C:22]([NH:26][C:27]2[CH:32]=[CH:31][CH:30]=[C:29]([C:33]3([C:46]4[CH:51]=[CH:50][CH:49]=[CH:48][CH:47]=4)[C:45]4[CH:44]=[CH:43][CH:42]=[CH:41][C:40]=4[C:39]4[C:34]3=[CH:35][CH:36]=[CH:37][CH:38]=4)[CH:28]=2)[CH:23]=[CH:24][CH:25]=1.[CH3:52][C:53]([CH3:56])([O-])[CH3:54].[Na+].[C:67](P([C:67]([CH3:70])([CH3:69])[CH3:68])[C:67]([CH3:70])([CH3:69])[CH3:68])([CH3:70])([CH3:69])[CH3:68]. The catalyst is C1C=CC(/C=C/C(/C=C/C2C=CC=CC=2)=O)=CC=1.C1C=CC(/C=C/C(/C=C/C2C=CC=CC=2)=O)=CC=1.[Pd].C1(C)C=CC=CC=1.CCCCCC. The product is [CH3:19][C:20]1[CH:21]=[C:22]([N:26]([C:27]2[CH:32]=[CH:31][CH:30]=[C:29]([C:33]3([C:46]4[CH:51]=[CH:50][CH:49]=[CH:48][CH:47]=4)[C:45]4[CH:44]=[CH:43][CH:42]=[CH:41][C:40]=4[C:39]4[C:34]3=[CH:35][CH:36]=[CH:37][CH:38]=4)[CH:28]=2)[C:2]2[C:15]3=[C:16]4[C:17]5[C:12]([CH:13]=[CH:14]3)=[CH:11][CH:10]=[C:9]([N:26]([C:22]3[CH:21]=[CH:20][CH:69]=[C:67]([CH3:68])[CH:70]=3)[C:27]3[CH:28]=[CH:29][CH:54]=[C:53]([C:56]6([C:49]7[CH:48]=[CH:47][CH:46]=[CH:51][CH:50]=7)[C:41]7[CH:42]=[CH:43][CH:44]=[CH:45][C:40]=7[C:39]7[C:38]6=[CH:37][CH:36]=[CH:35][CH:34]=7)[CH:52]=3)[C:8]=5[CH:7]=[CH:6][C:5]4=[CH:4][CH:3]=2)[CH:23]=[CH:24][CH:25]=1. The yield is 0.670. (3) The reactants are [CH3:1][C:2]1[C:3]([N+:16]([O-:18])=[O:17])=[C:4]([C:10]([N+:13]([O-:15])=[O:14])=[CH:11][CH:12]=1)[C:5]([O:7][CH2:8][CH3:9])=[O:6].C[C:20]([N:22]([CH3:24])[CH3:23])=O. The catalyst is CN(C=O)C. The product is [CH3:20][N:22]([CH3:24])/[CH:23]=[CH:1]/[C:2]1[C:3]([N+:16]([O-:18])=[O:17])=[C:4]([C:10]([N+:13]([O-:15])=[O:14])=[CH:11][CH:12]=1)[C:5]([O:7][CH2:8][CH3:9])=[O:6]. The yield is 0.580. (4) The catalyst is C(OCC)C. The yield is 0.600. The reactants are [N+:1]([C:4]1[CH:5]=[C:6]2[C:10](=[CH:11][CH:12]=1)[NH:9][CH:8]=[CH:7]2)([O-:3])=[O:2].ClS([N:17]=[C:18]=O)(=O)=O. The product is [N+:1]([C:4]1[CH:5]=[C:6]2[C:10](=[CH:11][CH:12]=1)[NH:9][CH:8]=[C:7]2[C:18]#[N:17])([O-:3])=[O:2].